Dataset: Full USPTO retrosynthesis dataset with 1.9M reactions from patents (1976-2016). Task: Predict the reactants needed to synthesize the given product. (1) Given the product [Cl:1][C:2]1[C:7]([NH:28][C:31](=[O:34])[O:32][C:36]([CH3:42])([CH3:41])[CH3:37])=[CH:6][C:5]([F:11])=[C:4]([O:12][CH3:13])[N:3]=1, predict the reactants needed to synthesize it. The reactants are: [Cl:1][C:2]1[C:7](C(O)=O)=[CH:6][C:5]([F:11])=[C:4]([O:12][CH3:13])[N:3]=1.C1(P([N:28]=[N+]=[N-])(C2C=CC=CC=2)=O)C=CC=CC=1.[C:31](=[O:34])(O)[O-:32].[Na+].[C:36]1([CH3:42])[CH:41]=CC=C[CH:37]=1.C(N(CC)CC)C.C(O)(C)(C)C. (2) Given the product [CH3:15][O:14][C:4]1[C:3]([O:2][CH3:1])=[CH:8][CH:7]=[CH:6][C:5]=1[CH2:9][CH2:10][NH2:11], predict the reactants needed to synthesize it. The reactants are: [CH3:1][O:2][C:3]1[CH:8]=[CH:7][CH:6]=[C:5]([CH:9]=[CH:10][N+:11]([O-])=O)[C:4]=1[O:14][CH3:15].[H-].[Al+3].[Li+].[H-].[H-].[H-]. (3) Given the product [CH2:34]([NH:37][C:38]([C@@H:40]1[CH2:48][C:47]2[C:42](=[CH:43][CH:44]=[CH:45][CH:46]=2)[N:41]1[C:13](=[O:15])[C@@H:12]([NH:11][C:9]([O:8][CH2:1][C:2]1[CH:3]=[CH:4][CH:5]=[CH:6][CH:7]=1)=[O:10])[CH2:16][CH3:17])=[O:39])[CH2:35][CH3:36], predict the reactants needed to synthesize it. The reactants are: [CH2:1]([O:8][C:9]([NH:11][C@@H:12]([CH2:16][CH3:17])[C:13]([OH:15])=O)=[O:10])[C:2]1[CH:7]=[CH:6][CH:5]=[CH:4][CH:3]=1.C(N1CCOCC1)C.ClC(OCC(C)C)=O.[CH2:34]([NH:37][C:38]([C@@H:40]1[CH2:48][C:47]2[C:42](=[CH:43][CH:44]=[CH:45][CH:46]=2)[NH:41]1)=[O:39])[CH2:35][CH3:36]. (4) Given the product [ClH:37].[O:34]1[CH2:35][CH2:36][N:31]([C:10]2[C:11]3[S:16][C:15]([CH2:17][N:18]4[CH2:23][CH2:22][NH:21][CH2:20][CH2:19]4)=[CH:14][C:12]=3[N:13]=[C:8]([C:4]3[CH:3]=[C:2]([OH:1])[CH:7]=[CH:6][CH:5]=3)[N:9]=2)[CH2:32][CH2:33]1, predict the reactants needed to synthesize it. The reactants are: [OH:1][C:2]1[CH:3]=[C:4]([C:8]2[N:9]=[C:10]([N:31]3[CH2:36][CH2:35][O:34][CH2:33][CH2:32]3)[C:11]3[S:16][C:15]([CH2:17][N:18]4[CH2:23][CH2:22][N:21](C(OC(C)(C)C)=O)[CH2:20][CH2:19]4)=[CH:14][C:12]=3[N:13]=2)[CH:5]=[CH:6][CH:7]=1.[ClH:37]. (5) Given the product [C:23]([N:19]1[CH2:18][CH2:17][N:16]([C:11]2[CH:10]=[C:9]3[C:14]([CH2:15][N:7]([CH:1]4[CH2:2][CH2:3][CH2:4][CH2:5][CH2:6]4)[C:8]3=[O:22])=[CH:13][CH:12]=2)[CH2:21][CH2:20]1)(=[O:30])[C:24]1[CH:29]=[CH:28][CH:27]=[CH:26][CH:25]=1, predict the reactants needed to synthesize it. The reactants are: [CH:1]1([N:7]2[CH2:15][C:14]3[C:9](=[CH:10][C:11]([N:16]4[CH2:21][CH2:20][NH:19][CH2:18][CH2:17]4)=[CH:12][CH:13]=3)[C:8]2=[O:22])[CH2:6][CH2:5][CH2:4][CH2:3][CH2:2]1.[C:23](Cl)(=[O:30])[C:24]1[CH:29]=[CH:28][CH:27]=[CH:26][CH:25]=1.